Dataset: Peptide-MHC class II binding affinity with 134,281 pairs from IEDB. Task: Regression. Given a peptide amino acid sequence and an MHC pseudo amino acid sequence, predict their binding affinity value. This is MHC class II binding data. (1) The peptide sequence is MAAHKFMVAMFLAVA. The MHC is DRB1_1101 with pseudo-sequence DRB1_1101. The binding affinity (normalized) is 0.199. (2) The peptide sequence is FMRMAWGGSYIALDS. The MHC is DRB1_0301 with pseudo-sequence DRB1_0301. The binding affinity (normalized) is 0.501.